Dataset: Forward reaction prediction with 1.9M reactions from USPTO patents (1976-2016). Task: Predict the product of the given reaction. Given the reactants [C:1]([C:5]1[CH:10]=[CH:9][C:8]([C:11]2[O:15][C:14]([C:16]3[CH:17]=[C:18]([C:22]4[O:26][C:25]([C:27]5[CH:36]=[CH:35][C:30]([C:31]([O:33]C)=[O:32])=[CH:29][CH:28]=5)=[N:24][N:23]=4)[CH:19]=[CH:20][CH:21]=3)=[N:13][N:12]=2)=[CH:7][CH:6]=1)([CH3:4])([CH3:3])[CH3:2].C1COCC1.[OH-].[Na+].Cl, predict the reaction product. The product is: [C:1]([C:5]1[CH:6]=[CH:7][C:8]([C:11]2[O:15][C:14]([C:16]3[CH:17]=[C:18]([C:22]4[O:26][C:25]([C:27]5[CH:28]=[CH:29][C:30]([C:31]([OH:33])=[O:32])=[CH:35][CH:36]=5)=[N:24][N:23]=4)[CH:19]=[CH:20][CH:21]=3)=[N:13][N:12]=2)=[CH:9][CH:10]=1)([CH3:4])([CH3:2])[CH3:3].